This data is from Forward reaction prediction with 1.9M reactions from USPTO patents (1976-2016). The task is: Predict the product of the given reaction. (1) Given the reactants Br[C:2]1[C:7]([CH3:8])=[CH:6][C:5]([C:9]2[C:18]3[C:13](=[CH:14][C:15]([S:19]([NH:22][C:23]4[N:28]=[CH:27][CH:26]=[CH:25][N:24]=4)(=[O:21])=[O:20])=[CH:16][CH:17]=3)[N:12]=[CH:11][N:10]=2)=[C:4]([O:29][CH3:30])[CH:3]=1.[Cl:31][C:32]1[CH:33]=[C:34](B(O)O)[CH:35]=[CH:36][C:37]=1[F:38].C(=O)([O-])[O-].[K+].[K+].O1CCOCC1, predict the reaction product. The product is: [Cl:31][C:32]1[CH:33]=[C:34]([C:2]2[CH:3]=[C:4]([O:29][CH3:30])[C:5]([C:9]3[C:18]4[C:13](=[CH:14][C:15]([S:19]([NH:22][C:23]5[N:28]=[CH:27][CH:26]=[CH:25][N:24]=5)(=[O:20])=[O:21])=[CH:16][CH:17]=4)[N:12]=[CH:11][N:10]=3)=[CH:6][C:7]=2[CH3:8])[CH:35]=[CH:36][C:37]=1[F:38]. (2) Given the reactants Br[C:2]1[CH:3]=[CH:4][CH:5]=[C:6]2[C:11]=1[N:10]=[C:9]([C:12]1[CH:17]=[CH:16][CH:15]=[C:14]([F:18])[CH:13]=1)[C:8]([CH2:19][N:20]1C(=O)C3C(=CC=CC=3)C1=O)=[CH:7]2.C1C=CC(P(C2C(C3C(P(C4C=CC=CC=4)C4C=CC=CC=4)=CC=C4C=3C=CC=C4)=C3C(C=CC=C3)=CC=2)C2C=CC=CC=2)=CC=1.[NH:77]1[CH2:82][CH2:81][O:80][CH2:79][CH2:78]1.NN, predict the reaction product. The product is: [F:18][C:14]1[CH:13]=[C:12]([C:9]2[C:8]([CH2:19][NH2:20])=[CH:7][C:2]3[C:11](=[C:6]([N:77]4[CH2:82][CH2:81][O:80][CH2:79][CH2:78]4)[CH:5]=[CH:4][CH:3]=3)[N:10]=2)[CH:17]=[CH:16][CH:15]=1.